Dataset: Reaction yield outcomes from USPTO patents with 853,638 reactions. Task: Predict the reaction yield, written as a fraction of the theoretical maximum amount of product (1.0 means a 100% yield; for example, 0.34 means a 34% yield). (1) The reactants are [Br:1][C:2]1[CH:7]=[CH:6][CH:5]=[C:4]([CH2:8]Br)[C:3]=1[CH3:10].[NH:11]1[C:15]2[CH:16]=[CH:17][CH:18]=[CH:19][C:14]=2[N:13]=[CH:12]1.C(=O)([O-])[O-].[K+].[K+]. The catalyst is C(#N)C.CCOC(C)=O. The product is [Br:1][C:2]1[C:3]([CH3:10])=[C:4]([CH:5]=[CH:6][CH:7]=1)[CH2:8][N:11]1[C:15]2[CH:16]=[CH:17][CH:18]=[CH:19][C:14]=2[N:13]=[CH:12]1. The yield is 0.820. (2) The reactants are C1(S([N:10]2[C:18]3[C:13](=[CH:14][C:15]([CH2:19][CH3:20])=[CH:16][CH:17]=3)[CH2:12][CH2:11]2)(=O)=O)C=CC=CC=1.[OH-].[Na+]. The catalyst is Br. The product is [CH2:19]([C:15]1[CH:14]=[C:13]2[C:18](=[CH:17][CH:16]=1)[NH:10][CH2:11][CH2:12]2)[CH3:20]. The yield is 0.320. (3) The reactants are [CH2:1]([C:5]1[N:6]=[C:7]([CH3:27])[NH:8][C:9](=[O:26])[C:10]=1[CH2:11][C:12]1[CH:17]=[CH:16][C:15]([C:18]2[C:19]([C:24]#[N:25])=[CH:20][CH:21]=[CH:22][CH:23]=2)=[CH:14][CH:13]=1)[CH2:2][CH2:3][CH3:4].[H-].[Na+].Br[CH2:31][CH2:32][C:33]1[CH:38]=[CH:37][C:36]([F:39])=[CH:35][CH:34]=1.[Cl-].O[NH3+:42].[C:43](=[O:46])([O-])[OH:44].[Na+]. The catalyst is C(OCC)(=O)C.CS(C)=O.CN(C)C=O. The product is [CH2:1]([C:5]1[N:6]=[C:7]([CH3:27])[N:8]([CH2:31][CH2:32][C:33]2[CH:38]=[CH:37][C:36]([F:39])=[CH:35][CH:34]=2)[C:9](=[O:26])[C:10]=1[CH2:11][C:12]1[CH:17]=[CH:16][C:15]([C:18]2[CH:23]=[CH:22][CH:21]=[CH:20][C:19]=2[C:24]2[NH:42][C:43](=[O:46])[O:44][N:25]=2)=[CH:14][CH:13]=1)[CH2:2][CH2:3][CH3:4]. The yield is 0.160. (4) The reactants are [C:1]([C:4]1[C:5]([C:21]2[CH:26]=[CH:25][C:24]([NH:27]C(=O)OC(C)(C)C)=[C:23]([F:35])[CH:22]=2)=[C:6]2[N:11]([C:12]=1[CH2:13][N:14]1[CH2:19][CH2:18][O:17][CH2:16][CH2:15]1)[N:10]=[CH:9][N:8]=[C:7]2[NH2:20])(=[O:3])[CH3:2].FC(F)(F)C(O)=O.C([O-])(O)=O.[Na+]. The catalyst is C(Cl)Cl. The product is [NH2:20][C:7]1[C:6]2=[C:5]([C:21]3[CH:26]=[CH:25][C:24]([NH2:27])=[C:23]([F:35])[CH:22]=3)[C:4]([C:1](=[O:3])[CH3:2])=[C:12]([CH2:13][N:14]3[CH2:19][CH2:18][O:17][CH2:16][CH2:15]3)[N:11]2[N:10]=[CH:9][N:8]=1. The yield is 0.930.